Dataset: Forward reaction prediction with 1.9M reactions from USPTO patents (1976-2016). Task: Predict the product of the given reaction. (1) Given the reactants [CH3:1][O:2][C:3](=[O:32])[C@@H:4]([NH:24][C:25]([O:27][C:28]([CH3:31])([CH3:30])[CH3:29])=[O:26])[CH2:5][C:6]1[CH:11]=[CH:10][C:9]([C:12]2[C:17]([O:18][CH3:19])=[CH:16][C:15]([CH2:20][OH:21])=[CH:14][C:13]=2[O:22][CH3:23])=[CH:8][CH:7]=1, predict the reaction product. The product is: [CH3:1][O:2][C:3](=[O:32])[C@@H:4]([NH:24][C:25]([O:27][C:28]([CH3:30])([CH3:29])[CH3:31])=[O:26])[CH2:5][C:6]1[CH:7]=[CH:8][C:9]([C:12]2[C:17]([O:18][CH3:19])=[CH:16][C:15]([CH:20]=[O:21])=[CH:14][C:13]=2[O:22][CH3:23])=[CH:10][CH:11]=1. (2) Given the reactants [Cl:1][C:2]1[CH:7]=[CH:6][C:5]([NH:8][C:9](=[O:14])[C:10]([CH3:13])([CH3:12])[CH3:11])=[C:4]([O:15][CH2:16][CH2:17][CH2:18][OH:19])[CH:3]=1.C([Li])(CC)C.C([Li])(C)(C)C.[Cl:30][C:31]1[C:38]([O:39][CH3:40])=[CH:37][CH:36]=[CH:35][C:32]=1[CH:33]=[O:34].[Cl-].[NH4+], predict the reaction product. The product is: [Cl:1][C:2]1[CH:3]=[C:4]([O:15][CH2:16][CH2:17][CH2:18][OH:19])[C:5]([NH:8][C:9](=[O:14])[C:10]([CH3:13])([CH3:11])[CH3:12])=[C:6]([CH:33]([C:32]2[CH:35]=[CH:36][CH:37]=[C:38]([O:39][CH3:40])[C:31]=2[Cl:30])[OH:34])[CH:7]=1. (3) Given the reactants I[C:2]1[C:3]([NH2:9])=[N:4][C:5]([NH2:8])=[CH:6][CH:7]=1.[F:10][C:11]([F:23])([F:22])[O:12][C:13]1[CH:18]=[CH:17][CH:16]=[CH:15][C:14]=1B(O)O.C(=O)([O-])[O-].[Na+].[Na+].C(P(C(C)(C)C)C(C)(C)C)(C)(C)C.C(OC(=O)C)(C)C, predict the reaction product. The product is: [F:10][C:11]([F:22])([F:23])[O:12][C:13]1[CH:18]=[CH:17][CH:16]=[CH:15][C:14]=1[C:2]1[C:3]([NH2:9])=[N:4][C:5]([NH2:8])=[CH:6][CH:7]=1. (4) Given the reactants Br[C:2]1[S:3][C:4]2[C:10]([C:11]3[CH:16]=[CH:15][C:14]([Cl:17])=[CH:13][CH:12]=3)=[C:9]([C@H:18]([O:23][C:24]([CH3:27])([CH3:26])[CH3:25])[C:19]([O:21][CH3:22])=[O:20])[C:8]([CH3:28])=[CH:7][C:5]=2[N:6]=1.[Cl:29][C:30]1[CH:35]=[CH:34][CH:33]=[C:32]([Sn](CCCC)(CCCC)CCCC)[N:31]=1.[Cl-].[Li+].CCOC(C)=O, predict the reaction product. The product is: [C:24]([O:23][C@@H:18]([C:9]1[C:8]([CH3:28])=[CH:7][C:5]2[N:6]=[C:2]([C:32]3[CH:33]=[CH:34][CH:35]=[C:30]([Cl:29])[N:31]=3)[S:3][C:4]=2[C:10]=1[C:11]1[CH:16]=[CH:15][C:14]([Cl:17])=[CH:13][CH:12]=1)[C:19]([O:21][CH3:22])=[O:20])([CH3:27])([CH3:26])[CH3:25]. (5) Given the reactants [C:1]([O:5][C:6]([N:8]1[CH2:13][CH2:12][NH:11][CH:10]([CH3:14])[CH2:9]1)=[O:7])([CH3:4])([CH3:3])[CH3:2].C(=O)([O-])[O-].[Cs+].[Cs+].C1(P(C2C=CC=CC=2)C2C=CC3C(=CC=CC=3)C=2C2C3C(=CC=CC=3)C=CC=2P(C2C=CC=CC=2)C2C=CC=CC=2)C=CC=CC=1.FC(F)(F)S(O[C:73]1[CH:82]=[CH:81][CH:80]=[C:79]2[C:74]=1[CH:75]=[CH:76][C:77]([CH3:83])=[N:78]2)(=O)=O, predict the reaction product. The product is: [C:1]([O:5][C:6]([N:8]1[CH2:13][CH2:12][N:11]([C:73]2[CH:82]=[CH:81][CH:80]=[C:79]3[C:74]=2[CH:75]=[CH:76][C:77]([CH3:83])=[N:78]3)[CH:10]([CH3:14])[CH2:9]1)=[O:7])([CH3:4])([CH3:2])[CH3:3]. (6) Given the reactants [N+:1]([C:4]1[CH:5]=[C:6]([OH:10])[CH:7]=[CH:8][CH:9]=1)([O-:3])=[O:2].[OH-].[Na+].Br[CH2:14][CH2:15][OH:16], predict the reaction product. The product is: [N+:1]([C:4]1[CH:5]=[C:6]([CH:7]=[CH:8][CH:9]=1)[O:10][CH2:14][CH2:15][OH:16])([O-:3])=[O:2]. (7) The product is: [CH3:24][N:19]([C:14]1[CH:15]=[CH:16][CH:17]=[CH:18][C:13]=1[CH2:12][N:10]([CH3:11])[C:6]1[C:5]2[N:4]([N:3]=[C:2]([NH:39][C:36]3[CH:35]=[CH:34][C:33]([N:30]4[CH2:29][CH2:28][N:27]([CH3:26])[CH2:32][CH2:31]4)=[CH:38][CH:37]=3)[N:25]=2)[CH:9]=[CH:8][CH:7]=1)[S:20]([CH3:23])(=[O:22])=[O:21]. Given the reactants Cl[C:2]1[N:25]=[C:5]2[C:6]([N:10]([CH2:12][C:13]3[CH:18]=[CH:17][CH:16]=[CH:15][C:14]=3[N:19]([CH3:24])[S:20]([CH3:23])(=[O:22])=[O:21])[CH3:11])=[CH:7][CH:8]=[CH:9][N:4]2[N:3]=1.[CH3:26][N:27]1[CH2:32][CH2:31][N:30]([C:33]2[CH:38]=[CH:37][C:36]([NH2:39])=[CH:35][CH:34]=2)[CH2:29][CH2:28]1.C1(P(C2CCCCC2)C2C=CC=CC=2C2C=CC=CC=2P(C2CCCCC2)C2CCCCC2)CCCCC1, predict the reaction product. (8) Given the reactants Cl[C:2]1[CH:7]=[CH:6][N:5]=[CH:4][C:3]=1[C:8]1[S:9][CH:10]=[C:11]([C:13]2[CH:18]=[CH:17][C:16]([Cl:19])=[CH:15][CH:14]=2)[N:12]=1.[NH:20]1[CH2:25][CH2:24][CH2:23][CH2:22][CH2:21]1.Cl, predict the reaction product. The product is: [Cl:19][C:16]1[CH:17]=[CH:18][C:13]([C:11]2[N:12]=[C:8]([C:3]3[CH:4]=[N:5][CH:6]=[CH:7][C:2]=3[N:20]3[CH2:25][CH2:24][CH2:23][CH2:22][CH2:21]3)[S:9][CH:10]=2)=[CH:14][CH:15]=1.